Dataset: Reaction yield outcomes from USPTO patents with 853,638 reactions. Task: Predict the reaction yield, written as a fraction of the theoretical maximum amount of product (1.0 means a 100% yield; for example, 0.34 means a 34% yield). (1) The reactants are C(OC(=O)[NH:7][C:8](=[NH:33])[C:9]1[S:10][C:11]([S:31][CH3:32])=[C:12]([S:14]([C:17]2[CH:18]=[C:19]([C:23]3[CH:28]=[CH:27][CH:26]=[CH:25][C:24]=3C=C)[CH:20]=[CH:21][CH:22]=2)(=[O:16])=[O:15])[CH:13]=1)(C)(C)C.[F:35][C:36]([F:41])([F:40])[C:37]([OH:39])=[O:38]. No catalyst specified. The product is [F:35][C:36]([F:41])([F:40])[C:37]([OH:39])=[O:38].[OH:38][CH:37]([C:24]1[CH:25]=[CH:26][CH:27]=[CH:28][C:23]=1[C:19]1[CH:20]=[CH:21][CH:22]=[C:17]([S:14]([C:12]2[CH:13]=[C:9]([C:8]([NH2:7])=[NH:33])[S:10][C:11]=2[S:31][CH3:32])(=[O:15])=[O:16])[CH:18]=1)[CH3:36]. The yield is 0.330. (2) The reactants are [CH3:1][CH2:2][CH2:3][CH2:4][N:5]1[CH:10]([C:11]([NH:13][C:14]2[C:15]([CH3:21])=[CH:16][CH:17]=[CH:18][C:19]=2[CH3:20])=[O:12])[CH2:9][CH2:8][CH2:7][CH2:6]1.[C:22]([OH:41])(=[O:40])[CH2:23][CH2:24][CH2:25][CH2:26]/[CH:27]=[CH:28]\[CH2:29]/[CH:30]=[CH:31]\[CH2:32]/[CH:33]=[CH:34]\[CH2:35][CH2:36][CH2:37][CH2:38][CH3:39]. The catalyst is C1COCC1. The product is [C:22]([O-:41])(=[O:40])[CH2:23][CH2:24][CH2:25][CH2:26]/[CH:27]=[CH:28]\[CH2:29]/[CH:30]=[CH:31]\[CH2:32]/[CH:33]=[CH:34]\[CH2:35][CH2:36][CH2:37][CH2:38][CH3:39].[CH2:4]([NH+:5]1[CH2:6][CH2:7][CH2:8][CH2:9][CH:10]1[C:11](=[O:12])[NH:13][C:14]1[C:19]([CH3:20])=[CH:18][CH:17]=[CH:16][C:15]=1[CH3:21])[CH2:3][CH2:2][CH3:1]. The yield is 1.00. (3) No catalyst specified. The product is [ClH:44].[CH2:22]([C:21]1[CH:20]=[CH:19][C:18]([CH:16]([CH3:17])[C:14]([NH:11][CH2:10][CH2:9][CH2:8][NH2:12])=[O:13])=[CH:27][CH:26]=1)[CH:23]([CH3:25])[CH3:24]. The yield is 0.530. The reactants are C([CH:8]([NH2:12])[CH2:9][CH2:10][NH2:11])(OC(C)(C)C)=O.[OH:13][C:14]([C@@H:16]([C:18]1[CH:27]=[CH:26][C:21]([CH2:22][CH:23]([CH3:25])[CH3:24])=[CH:20][CH:19]=1)[CH3:17])=O.C1CCC(N=C=NC2CCCCC2)CC1.C(Cl)[Cl:44]. (4) The reactants are C([O:4][CH:5]1[CH2:14][C:13]2[C:8](=[CH:9][CH:10]=[CH:11][C:12]=2[N:15]=C(C2C=CC=CC=2)C2C=CC=CC=2)[O:7][CH2:6]1)(=O)C.Cl.O.C([O-])([O-])=O.[K+].[K+]. The catalyst is C1COCC1.C(Cl)Cl. The product is [NH2:15][C:12]1[CH:11]=[CH:10][CH:9]=[C:8]2[C:13]=1[CH2:14][CH:5]([OH:4])[CH2:6][O:7]2. The yield is 0.650. (5) The reactants are Br[C:2]1[C:3]([CH3:15])=[C:4]([O:13][CH3:14])[C:5]2[O:9][CH:8]([CH3:10])[CH2:7][C:6]=2[C:11]=1[CH3:12].[F:16][C:17]1[CH:22]=[CH:21][C:20]([N:23]2[CH2:28][CH2:27][NH:26][CH2:25][CH2:24]2)=[CH:19][CH:18]=1. No catalyst specified. The product is [F:16][C:17]1[CH:18]=[CH:19][C:20]([N:23]2[CH2:28][CH2:27][N:26]([C:2]3[C:3]([CH3:15])=[C:4]([O:13][CH3:14])[C:5]4[O:9][CH:8]([CH3:10])[CH2:7][C:6]=4[C:11]=3[CH3:12])[CH2:25][CH2:24]2)=[CH:21][CH:22]=1. The yield is 0.560. (6) The reactants are [N+:1]([C:4]1[CH:9]=[CH:8][C:7]([CH2:10][CH:11]([NH2:22])[C:12]2[N:13]=[C:14]([C:17]3[S:18][CH:19]=[CH:20][CH:21]=3)[S:15][CH:16]=2)=[CH:6][CH:5]=1)([O-:3])=[O:2].[Cl:23][C:24]1[CH:25]=[C:26]([CH2:30][C:31](O)=[O:32])[CH:27]=[CH:28][CH:29]=1.ON1C2C=CC=CC=2N=N1.CN(C)CCCN=C=NCC.C(N(CC)CC)C. The catalyst is CN(C=O)C.O. The product is [Cl:23][C:24]1[CH:25]=[C:26]([CH2:30][C:31]([NH:22][C@H:11]([C:12]2[N:13]=[C:14]([C:17]3[S:18][CH:19]=[CH:20][CH:21]=3)[S:15][CH:16]=2)[CH2:10][C:7]2[CH:6]=[CH:5][C:4]([N+:1]([O-:3])=[O:2])=[CH:9][CH:8]=2)=[O:32])[CH:27]=[CH:28][CH:29]=1. The yield is 0.600. (7) The reactants are [O:1]1[CH2:6][CH2:5][CH:4]([OH:7])[CH2:3][CH2:2]1.C(N(CC)CC)C.[S:15](Cl)([CH3:18])(=[O:17])=[O:16].O. The catalyst is C(Cl)Cl. The product is [CH3:18][S:15]([O:7][CH:4]1[CH2:5][CH2:6][O:1][CH2:2][CH2:3]1)(=[O:17])=[O:16]. The yield is 0.450.